This data is from Full USPTO retrosynthesis dataset with 1.9M reactions from patents (1976-2016). The task is: Predict the reactants needed to synthesize the given product. (1) Given the product [Cl:1][C:2]1[CH:43]=[CH:42][C:5]2[N:6]([S:31]([C:34]3[CH:35]=[CH:36][C:37]([O:40][CH3:41])=[CH:38][CH:39]=3)(=[O:33])=[O:32])[C:7](=[O:30])[N:8]([CH:9]([C:24]3[CH:25]=[CH:26][CH:27]=[CH:28][CH:29]=3)[C:10](=[O:23])[N:11]3[CH2:12][CH2:13][N:14]([CH:17]4[CH2:18][CH2:19][N:20]([CH2:44][CH2:45][CH3:46])[CH2:21][CH2:22]4)[CH2:15][CH2:16]3)[C:4]=2[CH:3]=1, predict the reactants needed to synthesize it. The reactants are: [Cl:1][C:2]1[CH:43]=[CH:42][C:5]2[N:6]([S:31]([C:34]3[CH:39]=[CH:38][C:37]([O:40][CH3:41])=[CH:36][CH:35]=3)(=[O:33])=[O:32])[C:7](=[O:30])[N:8]([CH:9]([C:24]3[CH:29]=[CH:28][CH:27]=[CH:26][CH:25]=3)[C:10](=[O:23])[N:11]3[CH2:16][CH2:15][N:14]([CH:17]4[CH2:22][CH2:21][NH:20][CH2:19][CH2:18]4)[CH2:13][CH2:12]3)[C:4]=2[CH:3]=1.[CH:44](=O)[CH2:45][CH3:46].C(O[BH-](OC(=O)C)OC(=O)C)(=O)C. (2) Given the product [CH3:26][N:25]1[C:21]2[CH:20]=[C:19]([C:17](=[O:18])[CH2:1][C:2]3[CH:7]=[CH:6][CH:5]=[C:4]([CH3:8])[N:3]=3)[CH:28]=[CH:27][C:22]=2[N:23]=[N:24]1, predict the reactants needed to synthesize it. The reactants are: [CH3:1][C:2]1[CH:7]=[CH:6][CH:5]=[C:4]([CH3:8])[N:3]=1.C([Li])CCC.CON(C)[C:17]([C:19]1[CH:28]=[CH:27][C:22]2[N:23]=[N:24][N:25]([CH3:26])[C:21]=2[CH:20]=1)=[O:18]. (3) Given the product [C:1]([C:3]1[CH:4]=[C:5]([CH:9]=[CH:10][CH:11]=1)[C:6]([NH:38][NH:37][C:39]1[CH:40]=[CH:41][C:42]([C:43]([O:45][CH3:46])=[O:44])=[CH:47][CH:48]=1)=[O:8])#[N:2], predict the reactants needed to synthesize it. The reactants are: [C:1]([C:3]1[CH:4]=[C:5]([CH:9]=[CH:10][CH:11]=1)[C:6]([OH:8])=O)#[N:2].ON1C2C=CC=CC=2N=N1.C1(N=C=NC2CCCCC2)CCCCC1.[NH:37]([C:39]1[CH:48]=[CH:47][C:42]([C:43]([O:45][CH3:46])=[O:44])=[CH:41][CH:40]=1)[NH2:38]. (4) Given the product [CH3:12][O:11][C:9]1[C:8]([N+:13]([O-:15])=[O:14])=[C:5]([CH:4]=[C:3]([O:2][CH3:1])[CH:10]=1)[CH:6]=[O:7], predict the reactants needed to synthesize it. The reactants are: [CH3:1][O:2][C:3]1[CH:4]=[C:5]([CH:8]=[C:9]([O:11][CH3:12])[CH:10]=1)[CH:6]=[O:7].[N+:13]([O-])([OH:15])=[O:14]. (5) Given the product [Cl:34][C:28]1[CH:29]=[CH:30][CH:31]=[C:32]([Cl:33])[C:27]=1[C:20]1[C:19]([CH2:18][O:17][C:14]2[N:13]=[N:12][C:11]([O:10][C:7]3[CH:6]=[CH:5][C:4]([C:3]([OH:35])=[O:2])=[CH:9][CH:8]=3)=[CH:16][CH:15]=2)=[C:23]([CH:24]([CH3:26])[CH3:25])[O:22][N:21]=1, predict the reactants needed to synthesize it. The reactants are: C[O:2][C:3](=[O:35])[C:4]1[CH:9]=[CH:8][C:7]([O:10][C:11]2[N:12]=[N:13][C:14]([O:17][CH2:18][C:19]3[C:20]([C:27]4[C:32]([Cl:33])=[CH:31][CH:30]=[CH:29][C:28]=4[Cl:34])=[N:21][O:22][C:23]=3[CH:24]([CH3:26])[CH3:25])=[CH:15][CH:16]=2)=[CH:6][CH:5]=1.[OH-].[Na+].O. (6) Given the product [N:1]([CH2:4][CH2:5][O:6][CH2:7][CH2:8][O:9][S:22]([C:19]1[CH:20]=[CH:21][C:16]([CH3:26])=[CH:17][CH:18]=1)(=[O:24])=[O:23])=[N+:2]=[N-:3], predict the reactants needed to synthesize it. The reactants are: [N:1]([CH2:4][CH2:5][O:6][CH2:7][CH2:8][OH:9])=[N+:2]=[N-:3].N1C=CC=CC=1.[C:16]1([CH3:26])[CH:21]=[CH:20][C:19]([S:22](Cl)(=[O:24])=[O:23])=[CH:18][CH:17]=1. (7) Given the product [Cl:1][C:2]1[CH:7]=[CH:6][C:5]([C:8]2[C:12]([C:13]3[N:14]=[CH:15][N:16]([C:23]4[CH:28]=[CH:27][C:26]([C:29]([F:32])([F:31])[F:30])=[CH:25][CH:24]=4)[CH:17]=3)=[C:11]([C:18]([F:21])([F:19])[F:20])[O:10][N:9]=2)=[CH:4][CH:3]=1, predict the reactants needed to synthesize it. The reactants are: [Cl:1][C:2]1[CH:7]=[CH:6][C:5]([C:8]2[C:12]([C:13]3[N:14]=[CH:15][NH:16][CH:17]=3)=[C:11]([C:18]([F:21])([F:20])[F:19])[O:10][N:9]=2)=[CH:4][CH:3]=1.F[C:23]1[CH:28]=[CH:27][C:26]([C:29]([F:32])([F:31])[F:30])=[CH:25][CH:24]=1. (8) Given the product [Cl:2][C:3]1[CH:4]=[C:5]([NH:9][C:10]2[C:15]([NH:16][N:17]=[CH:35][C:33]3[O:34][C:30]([C:26]4[CH:27]=[CH:28][CH:29]=[C:24]([N+:21]([O-:23])=[O:22])[CH:25]=4)=[CH:31][CH:32]=3)=[N:14][C:13]3=[N:18][O:19][N:20]=[C:12]3[N:11]=2)[CH:6]=[CH:7][CH:8]=1, predict the reactants needed to synthesize it. The reactants are: Cl.[Cl:2][C:3]1[CH:4]=[C:5]([NH:9][C:10]2[C:15]([NH:16][NH2:17])=[N:14][C:13]3=[N:18][O:19][N:20]=[C:12]3[N:11]=2)[CH:6]=[CH:7][CH:8]=1.[N+:21]([C:24]1[CH:25]=[C:26]([C:30]2[O:34][C:33]([CH:35]=O)=[CH:32][CH:31]=2)[CH:27]=[CH:28][CH:29]=1)([O-:23])=[O:22].